This data is from Reaction yield outcomes from USPTO patents with 853,638 reactions. The task is: Predict the reaction yield, written as a fraction of the theoretical maximum amount of product (1.0 means a 100% yield; for example, 0.34 means a 34% yield). (1) The reactants are FC1C=CC(C[N:7]2C(=O)N(C3SC(C(O)=O)=C(C)N=3)C=N2)=CC=1.[CH3:24][C:25]1[N:26]=[C:27]([N:33]2[CH2:37][CH2:36][N:35]([CH2:38][C:39]3[CH:44]=[CH:43][C:42]([C:45]([F:48])([F:47])[F:46])=[CH:41][CH:40]=3)[C:34]2=[O:49])[S:28][C:29]=1[C:30](O)=[O:31]. No catalyst specified. The product is [CH3:24][C:25]1[N:26]=[C:27]([N:33]2[CH2:37][CH2:36][N:35]([CH2:38][C:39]3[CH:40]=[CH:41][C:42]([C:45]([F:47])([F:46])[F:48])=[CH:43][CH:44]=3)[C:34]2=[O:49])[S:28][C:29]=1[C:30]([NH2:7])=[O:31]. The yield is 0.230. (2) The reactants are [NH2:1][C:2]1[CH:3]=[CH:4][C:5]2[C:11]([CH3:13])([CH3:12])[CH2:10][CH2:9][C:8](=[O:14])[NH:7][C:6]=2[CH:15]=1.Cl[C:17]1[N:22]=[C:21]([NH:23][C:24]2[C:34]([F:35])=[CH:33][CH:32]=[CH:31][C:25]=2[C:26]([NH:28][CH2:29][CH3:30])=[O:27])[C:20]([Cl:36])=[CH:19][N:18]=1. No catalyst specified. The product is [Cl:36][C:20]1[C:21]([NH:23][C:24]2[C:34]([F:35])=[CH:33][CH:32]=[CH:31][C:25]=2[C:26]([NH:28][CH2:29][CH3:30])=[O:27])=[N:22][C:17]([NH:1][C:2]2[CH:3]=[CH:4][C:5]3[C:11]([CH3:12])([CH3:13])[CH2:10][CH2:9][C:8](=[O:14])[NH:7][C:6]=3[CH:15]=2)=[N:18][CH:19]=1. The yield is 0.120. (3) The reactants are [F:1][C:2]1[CH:11]=[CH:10][C:9]([O:12][CH2:13][CH2:14][CH3:15])=[C:8]2[C:3]=1[C:4](=[O:28])[C:5]([C:20]1[CH:25]=[CH:24][C:23]([O:26][CH3:27])=[CH:22][CH:21]=1)=[CH:6][N:7]2[CH2:16][C:17]([OH:19])=O.[NH2:29][CH2:30][CH2:31][N:32]1[CH2:37][CH2:36][O:35][CH2:34][CH2:33]1.C(N(CC)CC)C.C(OP(C#N)(=O)OCC)C. The catalyst is O.CN(C=O)C. The product is [F:1][C:2]1[CH:11]=[CH:10][C:9]([O:12][CH2:13][CH2:14][CH3:15])=[C:8]2[C:3]=1[C:4](=[O:28])[C:5]([C:20]1[CH:25]=[CH:24][C:23]([O:26][CH3:27])=[CH:22][CH:21]=1)=[CH:6][N:7]2[CH2:16][C:17]([NH:29][CH2:30][CH2:31][N:32]1[CH2:37][CH2:36][O:35][CH2:34][CH2:33]1)=[O:19]. The yield is 0.770. (4) The reactants are [C:1]([O:5][C:6]([N:8]1[C:17]2[C:12](=[CH:13][CH:14]=[C:15]([CH2:18][CH2:19][O:20][C:21]3[CH:22]=[CH:23][C:24]4[C:28]([CH2:29][CH2:30][C:31]([O:33]CC)=[O:32])=[CH:27][S:26][C:25]=4[CH:36]=3)[N:16]=2)[CH2:11][CH2:10][CH2:9]1)=[O:7])([CH3:4])([CH3:3])[CH3:2].C1COCC1.[OH-].[Na+]. The catalyst is O. The product is [C:1]([O:5][C:6]([N:8]1[C:17]2[C:12](=[CH:13][CH:14]=[C:15]([CH2:18][CH2:19][O:20][C:21]3[CH:22]=[CH:23][C:24]4[C:28]([CH2:29][CH2:30][C:31]([OH:33])=[O:32])=[CH:27][S:26][C:25]=4[CH:36]=3)[N:16]=2)[CH2:11][CH2:10][CH2:9]1)=[O:7])([CH3:4])([CH3:2])[CH3:3]. The yield is 0.840. (5) The reactants are [OH:1][B:2]1[C:6]2[CH:7]=[C:8]([OH:13])[CH:9]=[C:10]([O:11][CH3:12])[C:5]=2[CH:4]([CH2:14][C:15]([O:17][CH2:18][CH3:19])=[O:16])[O:3]1.C(=O)([O-])[O-].[Cs+].[Cs+].Cl[C:27]1[CH:32]=[N:31][CH:30]=[CH:29][N:28]=1. The catalyst is CN(C=O)C. The product is [CH2:18]([O:17][C:15](=[O:16])[CH2:14][CH:4]1[O:3][B:2]([OH:1])[C:6]2[CH:7]=[C:8]([O:13][C:27]3[CH:32]=[N:31][CH:30]=[CH:29][N:28]=3)[CH:9]=[C:10]([O:11][CH3:12])[C:5]1=2)[CH3:19]. The yield is 0.812. (6) The reactants are [Br:1][C:2]1[S:6][C:5]([C:7]([OH:9])=O)=[CH:4][CH:3]=1.O.O[N:12]1C2C=CC=CC=2N=N1.C(N=C=NCCCN(C)C)C.N. The catalyst is CN(C=O)C. The product is [Br:1][C:2]1[S:6][C:5]([C:7]([NH2:12])=[O:9])=[CH:4][CH:3]=1. The yield is 0.840. (7) The reactants are [OH:1][C:2]1[CH:3]=[C:4]2[C:8](=[CH:9][CH:10]=1)[NH:7][C:6]([C:11]([OH:13])=[O:12])=[CH:5]2.S(=O)(=O)(O)O.C(=O)([O-])O.[Na+].[CH2:24](O)[CH3:25]. No catalyst specified. The product is [OH:1][C:2]1[CH:3]=[C:4]2[C:8](=[CH:9][CH:10]=1)[NH:7][C:6]([C:11]([O:13][CH2:24][CH3:25])=[O:12])=[CH:5]2. The yield is 0.880.